This data is from NCI-60 drug combinations with 297,098 pairs across 59 cell lines. The task is: Regression. Given two drug SMILES strings and cell line genomic features, predict the synergy score measuring deviation from expected non-interaction effect. (1) Drug 1: C1=CC=C(C=C1)NC(=O)CCCCCCC(=O)NO. Drug 2: CC1CCCC2(C(O2)CC(NC(=O)CC(C(C(=O)C(C1O)C)(C)C)O)C(=CC3=CSC(=N3)C)C)C. Cell line: UACC62. Synergy scores: CSS=57.2, Synergy_ZIP=2.94, Synergy_Bliss=3.57, Synergy_Loewe=-5.95, Synergy_HSA=4.57. (2) Drug 1: CC1=CC=C(C=C1)C2=CC(=NN2C3=CC=C(C=C3)S(=O)(=O)N)C(F)(F)F. Drug 2: CCCCC(=O)OCC(=O)C1(CC(C2=C(C1)C(=C3C(=C2O)C(=O)C4=C(C3=O)C=CC=C4OC)O)OC5CC(C(C(O5)C)O)NC(=O)C(F)(F)F)O. Cell line: CCRF-CEM. Synergy scores: CSS=26.9, Synergy_ZIP=-3.01, Synergy_Bliss=-2.64, Synergy_Loewe=-22.9, Synergy_HSA=-2.32. (3) Drug 1: CC1C(C(=O)NC(C(=O)N2CCCC2C(=O)N(CC(=O)N(C(C(=O)O1)C(C)C)C)C)C(C)C)NC(=O)C3=C4C(=C(C=C3)C)OC5=C(C(=O)C(=C(C5=N4)C(=O)NC6C(OC(=O)C(N(C(=O)CN(C(=O)C7CCCN7C(=O)C(NC6=O)C(C)C)C)C)C(C)C)C)N)C. Drug 2: C1C(C(OC1N2C=NC3=C2NC=NCC3O)CO)O. Cell line: SW-620. Synergy scores: CSS=9.85, Synergy_ZIP=-7.36, Synergy_Bliss=-4.65, Synergy_Loewe=-25.4, Synergy_HSA=-4.88. (4) Drug 1: CC1C(C(CC(O1)OC2CC(CC3=C2C(=C4C(=C3O)C(=O)C5=C(C4=O)C(=CC=C5)OC)O)(C(=O)C)O)N)O.Cl. Drug 2: CC1C(C(=O)NC(C(=O)N2CCCC2C(=O)N(CC(=O)N(C(C(=O)O1)C(C)C)C)C)C(C)C)NC(=O)C3=C4C(=C(C=C3)C)OC5=C(C(=O)C(=C(C5=N4)C(=O)NC6C(OC(=O)C(N(C(=O)CN(C(=O)C7CCCN7C(=O)C(NC6=O)C(C)C)C)C)C(C)C)C)N)C. Cell line: SF-539. Synergy scores: CSS=16.0, Synergy_ZIP=-3.34, Synergy_Bliss=-0.532, Synergy_Loewe=-0.923, Synergy_HSA=-0.382. (5) Drug 1: C1=CC=C(C(=C1)C(C2=CC=C(C=C2)Cl)C(Cl)Cl)Cl. Drug 2: CCC1(C2=C(COC1=O)C(=O)N3CC4=CC5=C(C=CC(=C5CN(C)C)O)N=C4C3=C2)O.Cl. Cell line: SK-MEL-5. Synergy scores: CSS=34.1, Synergy_ZIP=-0.402, Synergy_Bliss=1.72, Synergy_Loewe=-18.1, Synergy_HSA=3.42. (6) Drug 1: C1=CC=C(C(=C1)C(C2=CC=C(C=C2)Cl)C(Cl)Cl)Cl. Drug 2: C1C(C(OC1N2C=NC(=NC2=O)N)CO)O. Cell line: TK-10. Synergy scores: CSS=5.25, Synergy_ZIP=1.11, Synergy_Bliss=4.96, Synergy_Loewe=-2.95, Synergy_HSA=0.00667.